Dataset: Peptide-MHC class II binding affinity with 134,281 pairs from IEDB. Task: Regression. Given a peptide amino acid sequence and an MHC pseudo amino acid sequence, predict their binding affinity value. This is MHC class II binding data. (1) The binding affinity (normalized) is 0.493. The peptide sequence is QELLDIANYLMEQIQ. The MHC is HLA-DQA10301-DQB10302 with pseudo-sequence HLA-DQA10301-DQB10302. (2) The binding affinity (normalized) is 0.534. The MHC is HLA-DPA10103-DPB10301 with pseudo-sequence HLA-DPA10103-DPB10301. The peptide sequence is KLVLNIKYTRPGDSL. (3) The peptide sequence is SLFFSAQPFEITAST. The MHC is DRB1_0701 with pseudo-sequence DRB1_0701. The binding affinity (normalized) is 0.786. (4) The peptide sequence is IRYQTTATKSEHTGR. The binding affinity (normalized) is 0.214. The MHC is DRB1_0901 with pseudo-sequence DRB1_0901.